The task is: Predict the reactants needed to synthesize the given product.. This data is from Full USPTO retrosynthesis dataset with 1.9M reactions from patents (1976-2016). (1) Given the product [NH2:1][C:2]1[N:3]=[C:4]([C:13]2[O:14][C:15]([CH3:18])=[CH:16][CH:17]=2)[C:5]([C:11]#[N:12])=[C:6]([O:19][CH2:20][C:21]2[CH:26]=[CH:25][CH:24]=[CH:23][N:22]=2)[N:7]=1, predict the reactants needed to synthesize it. The reactants are: [NH2:1][C:2]1[N:7]=[C:6](S(C)=O)[C:5]([C:11]#[N:12])=[C:4]([C:13]2[O:14][C:15]([CH3:18])=[CH:16][CH:17]=2)[N:3]=1.[OH:19][CH2:20][C:21]1[CH:26]=[CH:25][CH:24]=[CH:23][N:22]=1.C1CCN2C(=NCCC2)CC1. (2) The reactants are: [Cl:1][C:2]1[CH:3]=[N:4][C:5]2[C:10]([C:11]=1[OH:12])=[CH:9][C:8]([O:13][CH3:14])=[CH:7][CH:6]=2.O[CH2:16][C@H:17]1[O:22][CH2:21][C@H:20]([NH:23][C:24](=[O:30])[O:25][C:26]([CH3:29])([CH3:28])[CH3:27])[CH2:19][CH2:18]1.C1(P(C2C=CC=CC=2)C2C=CC=CC=2)C=CC=CC=1.CC(OC(/N=N/C(OC(C)C)=O)=O)C. Given the product [Cl:1][C:2]1[CH:3]=[N:4][C:5]2[C:10]([C:11]=1[O:12][CH2:16][C@H:17]1[O:22][CH2:21][C@H:20]([NH:23][C:24](=[O:30])[O:25][C:26]([CH3:29])([CH3:28])[CH3:27])[CH2:19][CH2:18]1)=[CH:9][C:8]([O:13][CH3:14])=[CH:7][CH:6]=2, predict the reactants needed to synthesize it. (3) Given the product [Cl:1][C:2]1[CH:3]=[C:4]2[C:9](=[CH:10][C:11]=1[Cl:12])[C:8]([CH3:13])([CH3:14])[C:7](=[O:15])[C:6]([C:16]([NH:32][CH2:33][C:34]([O:36][C:37]([CH3:40])([CH3:39])[CH3:38])=[O:35])=[O:17])=[C:5]2[OH:21], predict the reactants needed to synthesize it. The reactants are: [Cl:1][C:2]1[CH:3]=[C:4]2[C:9](=[CH:10][C:11]=1[Cl:12])[C:8]([CH3:14])([CH3:13])[C:7](=[O:15])[C:6]([C:16](OCC)=[O:17])=[C:5]2[OH:21].C(N(C(C)C)C(C)C)C.Cl.[NH2:32][CH2:33][C:34]([O:36][C:37]([CH3:40])([CH3:39])[CH3:38])=[O:35]. (4) Given the product [NH2:8][CH2:9][CH2:10][N:11]1[CH2:16][CH2:15][N:14]([C:17]2[CH:22]=[CH:21][C:20]([NH:23][C:24]3[N:29]=[CH:28][C:27]([CH2:30][C:31]([NH2:33])=[O:32])=[C:26]([NH:34][CH2:35][C:36]4[CH:41]=[C:40]([F:42])[CH:39]=[C:38]([F:43])[CH:37]=4)[CH:25]=3)=[CH:19][CH:18]=2)[CH2:13][CH2:12]1, predict the reactants needed to synthesize it. The reactants are: C(OC([NH:8][CH2:9][CH2:10][N:11]1[CH2:16][CH2:15][N:14]([C:17]2[CH:22]=[CH:21][C:20]([NH:23][C:24]3[N:29]=[CH:28][C:27]([CH2:30][C:31]([NH2:33])=[O:32])=[C:26]([NH:34][CH2:35][C:36]4[CH:41]=[C:40]([F:42])[CH:39]=[C:38]([F:43])[CH:37]=4)[CH:25]=3)=[CH:19][CH:18]=2)[CH2:13][CH2:12]1)=O)(C)(C)C.Cl.C(OCC)(=O)C.